From a dataset of Forward reaction prediction with 1.9M reactions from USPTO patents (1976-2016). Predict the product of the given reaction. (1) Given the reactants [C:1]([C:4]1[N:9]=[C:8]([CH2:10][N:11]2[CH2:15][CH2:14][N:13]([C@@H:16]([C:48]([CH3:51])([CH3:50])[CH3:49])[C:17]([NH:19][C@@H:20]([CH2:41][C:42]3[CH:47]=[CH:46][CH:45]=[CH:44][CH:43]=3)[C@H:21]([OH:40])[CH2:22][N:23]([S:28]([C:31]3[CH:36]=[CH:35][C:34](/[CH:37]=[N:38]/[OH:39])=[CH:33][CH:32]=3)(=[O:30])=[O:29])[CH2:24][CH:25]([CH3:27])[CH3:26])=[O:18])[C:12]2=[O:52])[CH:7]=[CH:6][CH:5]=1)(=[O:3])[CH3:2].[BH4-].[Na+], predict the reaction product. The product is: [CH2:41]([C@H:20]([NH:19][C:17](=[O:18])[C@@H:16]([N:13]1[CH2:14][CH2:15][N:11]([CH2:10][C:8]2[CH:7]=[CH:6][CH:5]=[C:4]([CH:1]([OH:3])[CH3:2])[N:9]=2)[C:12]1=[O:52])[C:48]([CH3:50])([CH3:51])[CH3:49])[C@H:21]([OH:40])[CH2:22][N:23]([S:28]([C:31]1[CH:32]=[CH:33][C:34](/[CH:37]=[N:38]/[OH:39])=[CH:35][CH:36]=1)(=[O:30])=[O:29])[CH2:24][CH:25]([CH3:27])[CH3:26])[C:42]1[CH:43]=[CH:44][CH:45]=[CH:46][CH:47]=1. (2) Given the reactants [C:1]1([CH2:11][NH2:12])[C:10]2[C:5](=[CH:6][CH:7]=[CH:8][CH:9]=2)[CH:4]=[CH:3][CH:2]=1.C(N(C(C)C)CC)(C)C.O=C1CCC(=O)N1[O:29][C:30]([NH:32][C:33]1[CH:41]=[CH:40][CH:39]=[C:38]2[C:34]=1[CH:35]=[N:36][N:37]2[C:42]([O:44][CH3:45])=[O:43])=O, predict the reaction product. The product is: [C:1]1([CH2:11][NH:12][C:30]([NH:32][C:33]2[CH:41]=[CH:40][CH:39]=[C:38]3[C:34]=2[CH:35]=[N:36][N:37]3[C:42]([O:44][CH3:45])=[O:43])=[O:29])[C:10]2[C:5](=[CH:6][CH:7]=[CH:8][CH:9]=2)[CH:4]=[CH:3][CH:2]=1. (3) Given the reactants [C:1]([O:5][C:6](=[O:14])[NH:7][C:8]1([C:11](=O)[NH2:12])[CH2:10][CH2:9]1)([CH3:4])([CH3:3])[CH3:2].N1C(Cl)=NC(Cl)=NC=1Cl, predict the reaction product. The product is: [C:1]([O:5][C:6](=[O:14])[NH:7][C:8]1([C:11]#[N:12])[CH2:10][CH2:9]1)([CH3:4])([CH3:2])[CH3:3].